Dataset: Full USPTO retrosynthesis dataset with 1.9M reactions from patents (1976-2016). Task: Predict the reactants needed to synthesize the given product. (1) Given the product [O:13]1[C:18]2[CH:19]=[CH:20][CH:21]=[C:22]([CH2:23][NH:24][C:6]3[CH:5]=[CH:4][C:3]4[C:2]([NH:25][CH2:26][C:27]5[CH:35]=[CH:34][CH:33]=[C:32]6[C:28]=5[CH:29]=[CH:30][NH:31]6)=[CH:11][CH:10]=[CH:9][C:8]=4[N:7]=3)[C:17]=2[O:16][CH2:15][CH2:14]1, predict the reactants needed to synthesize it. The reactants are: I[C:2]1[CH:11]=[CH:10][CH:9]=[C:8]2[C:3]=1[CH:4]=[CH:5][C:6](Cl)=[N:7]2.[O:13]1[C:18]2[CH:19]=[CH:20][CH:21]=[C:22]([CH2:23][NH2:24])[C:17]=2[O:16][CH2:15][CH2:14]1.[NH2:25][CH2:26][C:27]1[CH:35]=[CH:34][CH:33]=[C:32]2[C:28]=1[CH:29]=[CH:30][NH:31]2. (2) Given the product [CH3:1][O:2][C:3]1[CH:11]=[CH:10][CH:9]=[C:8]([C:12]([F:13])([F:15])[F:14])[C:4]=1[CH2:5][OH:6], predict the reactants needed to synthesize it. The reactants are: [CH3:1][O:2][C:3]1[CH:11]=[CH:10][CH:9]=[C:8]([C:12]([F:15])([F:14])[F:13])[C:4]=1[C:5](O)=[O:6].ClC1C=CC=CC=1.S(C)C. (3) The reactants are: [CH3:1][C:2]1([C:7]2[O:8][CH:9]=[C:10]([CH3:12])[CH:11]=2)[O:6][CH2:5][CH2:4][O:3]1.[Br:13]N1C(=O)CCC1=O.C(OOC(=O)C1C=CC=CC=1)(=O)C1C=CC=CC=1. Given the product [Br:13][CH2:12][C:10]1[CH:11]=[C:7]([C:2]2([CH3:1])[O:3][CH2:4][CH2:5][O:6]2)[O:8][CH:9]=1, predict the reactants needed to synthesize it.